Regression. Given a peptide amino acid sequence and an MHC pseudo amino acid sequence, predict their binding affinity value. This is MHC class II binding data. From a dataset of Peptide-MHC class II binding affinity with 134,281 pairs from IEDB. The peptide sequence is VPDTKVNFYAWKRME. The MHC is DRB1_1302 with pseudo-sequence DRB1_1302. The binding affinity (normalized) is 0.113.